From a dataset of Forward reaction prediction with 1.9M reactions from USPTO patents (1976-2016). Predict the product of the given reaction. (1) Given the reactants [Br:1][C:2]1[CH:7]=[CH:6][CH:5]=[CH:4][C:3]=1[N:8]1[C:17](=[O:18])[C:16]2[C:11](=[C:12]([CH3:19])[CH:13]=[CH:14][CH:15]=2)[NH:10][C:9]1=[S:20].[C:21]([O-])([O-])=O.[K+].[K+].CI, predict the reaction product. The product is: [Br:1][C:2]1[CH:7]=[CH:6][CH:5]=[CH:4][C:3]=1[N:8]1[C:17](=[O:18])[C:16]2[C:11](=[C:12]([CH3:19])[CH:13]=[CH:14][CH:15]=2)[N:10]=[C:9]1[S:20][CH3:21]. (2) The product is: [Cl:1][C:2]1[CH:3]=[C:4]([CH:8]([OH:19])[CH2:9][O:10][C:11]2[CH:18]=[CH:17][C:14]([CH:15]=[C:24]3[S:20][C:21](=[O:26])[NH:22][C:23]3=[O:25])=[CH:13][CH:12]=2)[CH:5]=[CH:6][CH:7]=1. Given the reactants [Cl:1][C:2]1[CH:3]=[C:4]([CH:8]([OH:19])[CH2:9][O:10][C:11]2[CH:18]=[CH:17][C:14]([CH:15]=O)=[CH:13][CH:12]=2)[CH:5]=[CH:6][CH:7]=1.[S:20]1[CH2:24][C:23](=[O:25])[NH:22][C:21]1=[O:26].N1CCCCC1, predict the reaction product. (3) Given the reactants [CH:1]12[CH2:6][CH:4]([CH2:5]1)[CH2:3][N:2]2[C:7]1[CH:12]=[C:11]([N:13]2[CH2:18][C@@H:17]3[CH2:19][C@H:14]2[CH2:15][O:16]3)[CH:10]=[C:9](Cl)[N:8]=1.[F:21][CH:22]([F:40])[O:23][C:24]1[C:25]([NH2:39])=[N:26][CH:27]=[C:28](B2OC(C)(C)C(C)(C)O2)[CH:29]=1.C(=O)([O-])[O-].[K+].[K+], predict the reaction product. The product is: [CH:4]12[CH2:6][CH:1]([CH2:5]1)[N:2]([C:7]1[N:8]=[C:9]([C:28]3[CH:29]=[C:24]([O:23][CH:22]([F:40])[F:21])[C:25]([NH2:39])=[N:26][CH:27]=3)[CH:10]=[C:11]([N:13]3[CH2:18][C@@H:17]4[CH2:19][C@H:14]3[CH2:15][O:16]4)[CH:12]=1)[CH2:3]2.